From a dataset of Catalyst prediction with 721,799 reactions and 888 catalyst types from USPTO. Predict which catalyst facilitates the given reaction. (1) Reactant: [C:1]1([C:7]2[N:8]=[CH:9][O:10][C:11]=2[C:12]2[CH:13]=[CH:14][C:15]([NH:18][NH:19][C:20](=O)[CH:21]([CH3:23])[CH3:22])=[N:16][CH:17]=2)[CH:6]=[CH:5][CH:4]=[CH:3][CH:2]=1.O.[OH-].[Na+]. Product: [CH:21]([C:20]1[N:16]2[CH:17]=[C:12]([C:11]3[O:10][CH:9]=[N:8][C:7]=3[C:1]3[CH:6]=[CH:5][CH:4]=[CH:3][CH:2]=3)[CH:13]=[CH:14][C:15]2=[N:18][N:19]=1)([CH3:23])[CH3:22]. The catalyst class is: 286. (2) Reactant: [Br:1][C:2]1[N:3]=[C:4]2[C:10]([CH3:11])=[CH:9][NH:8][C:5]2=[N:6][CH:7]=1.[H-].[Na+].Cl[CH2:15][O:16][CH2:17][CH2:18][Si:19]([CH3:22])([CH3:21])[CH3:20]. Product: [Br:1][C:2]1[N:3]=[C:4]2[C:10]([CH3:11])=[CH:9][N:8]([CH2:15][O:16][CH2:17][CH2:18][Si:19]([CH3:22])([CH3:21])[CH3:20])[C:5]2=[N:6][CH:7]=1. The catalyst class is: 3.